Dataset: Forward reaction prediction with 1.9M reactions from USPTO patents (1976-2016). Task: Predict the product of the given reaction. (1) Given the reactants C(OC([N:8]1[C@H:12]2[C:13]3[N:14]([C:16]([C:19]4[CH:24]=[CH:23][C:22]([F:25])=[CH:21][CH:20]=4)=[N:17][N:18]=3)[CH2:15][C@@H:9]1[CH2:10][CH2:11]2)=O)(C)(C)C.C(O)(C(F)(F)F)=O, predict the reaction product. The product is: [F:25][C:22]1[CH:23]=[CH:24][C:19]([C:16]2[N:14]3[CH2:15][C@H:9]4[NH:8][C@@H:12]([C:13]3=[N:18][N:17]=2)[CH2:11][CH2:10]4)=[CH:20][CH:21]=1. (2) Given the reactants [C:1]([O:5][C:6](=[O:35])[C:7]1[CH:12]=[CH:11][CH:10]=[C:9]([CH2:13][CH:14]([B:20]2[O:28][CH:27]3[C:22]([CH3:32])([CH:23]4[CH2:29][CH:25]([CH2:26]3)[C:24]4([CH3:31])[CH3:30])[O:21]2)[NH:15][Si](C)(C)C)[C:8]=1[O:33][CH3:34])([CH3:4])([CH3:3])[CH3:2].[C:36]([O:40][C:41]([NH:43][CH2:44][CH:45]1[CH2:50][CH2:49][C:48](=[CH:51][C:52](O)=[O:53])[CH2:47][CH2:46]1)=[O:42])([CH3:39])([CH3:38])[CH3:37], predict the reaction product. The product is: [C:1]([O:5][C:6](=[O:35])[C:7]1[CH:12]=[CH:11][CH:10]=[C:9]([CH2:13][CH:14]([NH:15][C:52](=[O:53])[CH:51]=[C:48]2[CH2:49][CH2:50][CH:45]([CH2:44][NH:43][C:41]([O:40][C:36]([CH3:38])([CH3:37])[CH3:39])=[O:42])[CH2:46][CH2:47]2)[B:20]2[O:28][CH:27]3[C:22]([CH3:32])([CH:23]4[CH2:29][CH:25]([CH2:26]3)[C:24]4([CH3:31])[CH3:30])[O:21]2)[C:8]=1[O:33][CH3:34])([CH3:4])([CH3:3])[CH3:2]. (3) Given the reactants [Cl:1][C:2]1[CH:18]=[CH:17][C:5]([CH2:6][NH:7][C:8]([NH:10][N:11]([CH2:13][C:14]([OH:16])=O)[CH3:12])=[O:9])=[CH:4][CH:3]=1.[NH2:19][C@@H:20]([CH2:44][C:45]1[CH:50]=[CH:49][C:48]([O:51][C:52]([CH3:55])([CH3:54])[CH3:53])=[CH:47][CH:46]=1)[C:21]([N:23]([C@@H:35]([CH3:43])[CH:36]([O:40][CH2:41][CH3:42])[O:37][CH2:38][CH3:39])[CH2:24][C:25]1[CH:26]=[CH:27][CH:28]=[C:29]2[C:34]=1[N:33]=[CH:32][CH:31]=[CH:30]2)=[O:22], predict the reaction product. The product is: [Cl:1][C:2]1[CH:3]=[CH:4][C:5]([CH2:6][NH:7][C:8](=[O:9])[NH:10][N:11]([CH2:13][C:14]([NH:19][C@@H:20]([CH2:44][C:45]2[CH:50]=[CH:49][C:48]([O:51][C:52]([CH3:55])([CH3:54])[CH3:53])=[CH:47][CH:46]=2)[C:21]([N:23]([C@@H:35]([CH3:43])[CH:36]([O:37][CH2:38][CH3:39])[O:40][CH2:41][CH3:42])[CH2:24][C:25]2[CH:26]=[CH:27][CH:28]=[C:29]3[C:34]=2[N:33]=[CH:32][CH:31]=[CH:30]3)=[O:22])=[O:16])[CH3:12])=[CH:17][CH:18]=1. (4) Given the reactants O[CH:2]([C:17]1[N:18]=[CH:19][N:20](C(C2C=CC=CC=2)(C2C=CC=CC=2)C2C=CC=CC=2)[CH:21]=1)[C:3]1[CH:8]=[CH:7][CH:6]=[CH:5][C:4]=1[C:9]1[CH:14]=[CH:13][C:12]([C:15]#[N:16])=[CH:11][CH:10]=1.C([SiH](CC)CC)C.FC(F)(F)C(O)=O, predict the reaction product. The product is: [NH:20]1[CH:21]=[C:17]([CH2:2][C:3]2[CH:8]=[CH:7][CH:6]=[CH:5][C:4]=2[C:9]2[CH:14]=[CH:13][C:12]([C:15]#[N:16])=[CH:11][CH:10]=2)[N:18]=[CH:19]1. (5) Given the reactants [CH3:1][S:2]([N:5]1[CH2:10][CH:9]=[C:8]([C:11]2[NH:29][C:14]3=[N:15][CH:16]=[CH:17][C:18]([C:19]4[CH:28]=[CH:27][C:22]([C:23]([O:25]C)=[O:24])=[CH:21][CH:20]=4)=[C:13]3[CH:12]=2)[CH2:7][CH2:6]1)(=[O:4])=[O:3].[OH-].[Li+].O, predict the reaction product. The product is: [CH3:1][S:2]([N:5]1[CH2:6][CH:7]=[C:8]([C:11]2[NH:29][C:14]3=[N:15][CH:16]=[CH:17][C:18]([C:19]4[CH:20]=[CH:21][C:22]([C:23]([OH:25])=[O:24])=[CH:27][CH:28]=4)=[C:13]3[CH:12]=2)[CH2:9][CH2:10]1)(=[O:4])=[O:3].